Dataset: Full USPTO retrosynthesis dataset with 1.9M reactions from patents (1976-2016). Task: Predict the reactants needed to synthesize the given product. Given the product [Cl:18][C:15]1[CH:16]=[CH:17][C:12]([CH2:11][N:9]2[C:10]3[C:6](=[CH:5][CH:4]=[CH:3][C:2]=3[C:25]([OH:27])=[O:26])[CH:7]=[C:8]2[CH3:19])=[CH:13][CH:14]=1, predict the reactants needed to synthesize it. The reactants are: Br[C:2]1[CH:3]=[CH:4][CH:5]=[C:6]2[C:10]=1[N:9]([CH2:11][C:12]1[CH:17]=[CH:16][C:15]([Cl:18])=[CH:14][CH:13]=1)[C:8]([CH3:19])=[CH:7]2.C([Li])CCC.[C:25](=[O:27])=[O:26].Cl.